Dataset: Forward reaction prediction with 1.9M reactions from USPTO patents (1976-2016). Task: Predict the product of the given reaction. (1) Given the reactants Cl[C:2]1[C:7]2[CH2:8][N:9]([CH:12]([C:14]3[CH:15]=[N:16][C:17]([O:21][CH2:22][C:23]([F:26])([F:25])[F:24])=[C:18]([CH3:20])[CH:19]=3)[CH3:13])[C:10](=[O:11])[C:6]=2[CH:5]=[CH:4][N:3]=1.[CH3:27][N:28](C=O)C, predict the reaction product. The product is: [CH3:20][C:18]1[CH:19]=[C:14]([CH:12]([N:9]2[C:10](=[O:11])[C:6]3[CH:5]=[CH:4][N:3]=[C:2]([C:27]#[N:28])[C:7]=3[CH2:8]2)[CH3:13])[CH:15]=[N:16][C:17]=1[O:21][CH2:22][C:23]([F:26])([F:25])[F:24]. (2) Given the reactants [Br:1][C:2]1[CH:3]=[C:4]([CH:8]=[C:9]([C:11]([F:14])([F:13])[F:12])[CH:10]=1)[C:5]([OH:7])=O.CN(C(ON1N=NC2C=CC=NC1=2)=[N+](C)C)C.F[P-](F)(F)(F)(F)F.C(N(C(C)C)CC)(C)C.[NH2:48][C:49]1[CH:50]=[CH:51][C:52]([CH3:68])=[C:53]([C:55]2[C:56](=[O:67])[N:57]([CH3:66])[C:58]3[C:63]([CH:64]=2)=[CH:62][N:61]=[C:60]([CH3:65])[CH:59]=3)[CH:54]=1, predict the reaction product. The product is: [Br:1][C:2]1[CH:3]=[C:4]([CH:8]=[C:9]([C:11]([F:14])([F:13])[F:12])[CH:10]=1)[C:5]([NH:48][C:49]1[CH:50]=[CH:51][C:52]([CH3:68])=[C:53]([C:55]2[C:56](=[O:67])[N:57]([CH3:66])[C:58]3[C:63]([CH:64]=2)=[CH:62][N:61]=[C:60]([CH3:65])[CH:59]=3)[CH:54]=1)=[O:7].